This data is from Full USPTO retrosynthesis dataset with 1.9M reactions from patents (1976-2016). The task is: Predict the reactants needed to synthesize the given product. (1) Given the product [OH:1][C:2]1[CH:10]=[CH:9][CH:8]=[C:7]([O:11][CH3:12])[C:3]=1[C:4]([O:6][CH3:18])=[O:5], predict the reactants needed to synthesize it. The reactants are: [OH:1][C:2]1[CH:10]=[CH:9][CH:8]=[C:7]([O:11][CH3:12])[C:3]=1[C:4]([OH:6])=[O:5].S(=O)(=O)(O)O.[CH3:18]O. (2) Given the product [F:26][C:18]1[C:17]2[NH:9][C:7](=[O:8])[C:3]3[S:4][CH:5]=[CH:6][C:2]=3[C:22]=2[CH:21]=[C:20]([O:23][CH3:24])[C:19]=1[F:25], predict the reactants needed to synthesize it. The reactants are: Br[C:2]1[CH:6]=[CH:5][S:4][C:3]=1[C:7]([N:9]([C:17]1[CH:22]=[CH:21][C:20]([O:23][CH3:24])=[C:19]([F:25])[C:18]=1[F:26])C(=O)OC(C)(C)C)=[O:8].